Dataset: Catalyst prediction with 721,799 reactions and 888 catalyst types from USPTO. Task: Predict which catalyst facilitates the given reaction. (1) Reactant: BrC1C=CC(O)=C([C:8]2[CH:17]=[CH:16][C:15]3[C:10](=[CH:11][CH:12]=[C:13]([C:18]4[N:22]([CH:23]5[CH2:28][CH2:27][CH2:26][CH2:25][CH2:24]5)[C:21]5[CH:29]=[CH:30][C:31]([C:33]([OH:35])=[O:34])=[CH:32][C:20]=5[N:19]=4)[CH:14]=3)[N:9]=2)C=1.[Cl:37][C:38]1[CH:39]=[C:40]([C:45]2[CH:49]=[C:48](C(=O)C)[O:47][N:46]=2)[CH:41]=[CH:42][C:43]=1[Cl:44].[OH-].[K+]. Product: [CH:23]1([N:22]2[C:21]3[CH:29]=[CH:30][C:31]([C:33]([OH:35])=[O:34])=[CH:32][C:20]=3[N:19]=[C:18]2[C:13]2[CH:14]=[C:15]3[C:10](=[CH:11][CH:12]=2)[N:9]=[C:8]([C:48]2[O:47][N:46]=[C:45]([C:40]4[CH:41]=[CH:42][C:43]([Cl:44])=[C:38]([Cl:37])[CH:39]=4)[CH:49]=2)[CH:17]=[CH:16]3)[CH2:28][CH2:27][CH2:26][CH2:25][CH2:24]1. The catalyst class is: 8. (2) Reactant: [F:1][C:2]([F:7])([F:6])[C:3]([OH:5])=[O:4].[NH2:8][C@H:9]1[C:16](=[O:17])[N:15]2[C@@H:11]([S:12][CH2:13][C@H:14]2[C:18]#[N:19])[CH2:10]1.C(O)(=O)C.[C:24]1(=O)[CH2:28][CH2:27][CH2:26][CH2:25]1.C(O[BH-](OC(=O)C)OC(=O)C)(=O)C.[Na+]. Product: [F:1][C:2]([F:7])([F:6])[C:3]([OH:5])=[O:4].[CH:24]1([NH:8][C@H:9]2[C:16](=[O:17])[N:15]3[C@@H:11]([S:12][CH2:13][C@H:14]3[C:18]#[N:19])[CH2:10]2)[CH2:28][CH2:27][CH2:26][CH2:25]1. The catalyst class is: 26. (3) Reactant: [F:1][C:2]1[CH:9]=[CH:8][C:5]([C:6]#[N:7])=[C:4]([CH:10]=[CH2:11])[CH:3]=1. Product: [CH2:10]([C:4]1[CH:3]=[C:2]([F:1])[CH:9]=[CH:8][C:5]=1[C:6]#[N:7])[CH3:11]. The catalyst class is: 19. (4) Reactant: C(OC([N:8]1[CH2:13][CH2:12][N:11]([C:14]([C:16]2[C:17]3[C:31](/[CH:32]=[CH:33]/[C:34]4[CH:39]=[CH:38][C:37]([C:40]([N:42]5[CH2:47][CH2:46][CH2:45][CH2:44][CH2:43]5)=[O:41])=[CH:36][CH:35]=4)=[N:30][N:29](C4CCCCO4)[C:18]=3[N:19]=[C:20]([C:22]3[CH:27]=[CH:26][C:25]([OH:28])=[CH:24][CH:23]=3)[CH:21]=2)=[O:15])[CH2:10][CH2:9]1)=O)(C)(C)C.Cl.C(OCC)C. Product: [OH:28][C:25]1[CH:26]=[CH:27][C:22]([C:20]2[N:19]=[C:18]3[NH:29][N:30]=[C:31](/[CH:32]=[CH:33]/[C:34]4[CH:35]=[CH:36][C:37]([C:40]([N:42]5[CH2:43][CH2:44][CH2:45][CH2:46][CH2:47]5)=[O:41])=[CH:38][CH:39]=4)[C:17]3=[C:16]([C:14]([N:11]3[CH2:10][CH2:9][NH:8][CH2:13][CH2:12]3)=[O:15])[CH:21]=2)=[CH:23][CH:24]=1. The catalyst class is: 71. (5) Reactant: [Br:1][C:2]1[CH:7]=[CH:6][C:5]([NH2:8])=[C:4]([Cl:9])[CH:3]=1.N1C=CC=CC=1.[Cl:16][CH2:17][CH2:18][C:19](Cl)=[O:20]. Product: [Br:1][C:2]1[CH:7]=[CH:6][C:5]([NH:8][C:19](=[O:20])[CH2:18][CH2:17][Cl:16])=[C:4]([Cl:9])[CH:3]=1. The catalyst class is: 2. (6) Reactant: C([O:3][P:4]([CH2:9][S:10][CH2:11][C:12]([N:14]1[CH2:19][CH2:18][CH2:17][CH2:16][CH:15]1[C:20]([OH:22])=O)=[O:13])([O:6]CC)=[O:5])C.[NH2:23][CH:24]([CH2:32][C:33]1[CH:42]=[CH:41][C:40]2[C:35](=[CH:36][CH:37]=[CH:38][CH:39]=2)[CH:34]=1)[C:25]([NH:27][C:28]([CH3:31])([CH3:30])[CH3:29])=[O:26].C(OP(=O)OCC)C.C([O-])(O)=O.[Na+]. Product: [C:28]([NH:27][C:25]([CH:24]([NH:23][C:20]([CH:15]1[CH2:16][CH2:17][CH2:18][CH2:19][N:14]1[C:12](=[O:13])[CH2:11][S:10][CH2:9][P:4](=[O:5])([OH:3])[OH:6])=[O:22])[CH2:32][C:33]1[CH:42]=[CH:41][C:40]2[C:35](=[CH:36][CH:37]=[CH:38][CH:39]=2)[CH:34]=1)=[O:26])([CH3:31])([CH3:29])[CH3:30]. The catalyst class is: 47. (7) Reactant: C(OC(=O)[NH:7][C@H:8]([CH2:34][C:35]1[CH:40]=[C:39]([F:41])[C:38]([F:42])=[CH:37][C:36]=1[F:43])[CH2:9][C:10]([N:12]1[CH2:17][CH2:16][N:15]2[C:18]([C:30]([F:33])([F:32])[F:31])=[N:19][C:20]([C:21](=[O:29])[NH:22][CH2:23][CH2:24][S:25]([CH3:28])(=[O:27])=[O:26])=[C:14]2[CH2:13]1)=[O:11])(C)(C)C.[ClH:45]. Product: [ClH:45].[CH3:28][S:25]([CH2:24][CH2:23][NH:22][C:21]([C:20]1[N:19]=[C:18]([C:30]([F:32])([F:31])[F:33])[N:15]2[CH2:16][CH2:17][N:12]([C:10](=[O:11])[CH2:9][C@H:8]([NH2:7])[CH2:34][C:35]3[CH:40]=[C:39]([F:41])[C:38]([F:42])=[CH:37][C:36]=3[F:43])[CH2:13][C:14]=12)=[O:29])(=[O:26])=[O:27]. The catalyst class is: 13.